This data is from Reaction yield outcomes from USPTO patents with 853,638 reactions. The task is: Predict the reaction yield, written as a fraction of the theoretical maximum amount of product (1.0 means a 100% yield; for example, 0.34 means a 34% yield). (1) The yield is 0.430. The reactants are [Cl:1][C:2]1[CH:27]=[CH:26][CH:25]=[C:24]([Cl:28])[C:3]=1[CH2:4][N:5]1[CH2:10][CH2:9][N:8]([C:11]2[CH:12]=[CH:13][C:14]3[O:18][C:17]([C:19]([OH:21])=O)=[CH:16][C:15]=3[C:22]=2[CH3:23])[CH2:7][CH2:6]1.C(N(C(C)C)CC)(C)C.[NH:38]1[CH2:43][CH2:42][O:41][CH2:40][CH2:39]1.F[P-](F)(F)(F)(F)F.N1(O[P+](N(C)C)(N(C)C)N(C)C)C2C=CC=CC=2N=N1. The product is [Cl:28][C:24]1[CH:25]=[CH:26][CH:27]=[C:2]([Cl:1])[C:3]=1[CH2:4][N:5]1[CH2:10][CH2:9][N:8]([C:11]2[CH:12]=[CH:13][C:14]3[O:18][C:17]([C:19]([N:38]4[CH2:43][CH2:42][O:41][CH2:40][CH2:39]4)=[O:21])=[CH:16][C:15]=3[C:22]=2[CH3:23])[CH2:7][CH2:6]1. The catalyst is CN(C=O)C. (2) The reactants are [NH2:1][C:2]1[C:3]([Cl:13])=[C:4]([C:9]([F:12])=[CH:10][CH:11]=1)[C:5]([O:7][CH3:8])=[O:6].C(N(CC)CC)C.[CH2:21]([S:24](Cl)(=[O:26])=[O:25])[CH2:22][CH3:23]. The catalyst is ClCCl.O. The product is [Cl:13][C:3]1[C:2]([NH:1][S:24]([CH2:21][CH2:22][CH3:23])(=[O:26])=[O:25])=[CH:11][CH:10]=[C:9]([F:12])[C:4]=1[C:5]([O:7][CH3:8])=[O:6]. The yield is 0.970.